Dataset: Forward reaction prediction with 1.9M reactions from USPTO patents (1976-2016). Task: Predict the product of the given reaction. (1) Given the reactants [C:1]([C:3]1[CH:10]=[CH:9][C:6]([CH2:7]Br)=[CH:5][CH:4]=1)#[N:2].P(OCC)(OCC)[O:12]CC.[CH2:21]([N:28]1[CH2:33][CH2:32][CH2:31][CH2:30][C:29]1=O)[C:22]1[CH:27]=[CH:26][CH:25]=[CH:24][CH:23]=1.[OH-].[K+], predict the reaction product. The product is: [CH2:21]([N:28]1[CH2:33][CH2:32][C:31](=[CH:7][C:6]2[CH:9]=[CH:10][C:3]([C:1]([NH2:2])=[O:12])=[CH:4][CH:5]=2)[CH2:30][CH2:29]1)[C:22]1[CH:27]=[CH:26][CH:25]=[CH:24][CH:23]=1. (2) Given the reactants [CH3:1][C:2]1[NH:3][C:4](=[O:21])[CH2:5][CH:6]([C:11]2[CH:20]=[CH:19][C:18]3[C:13](=[CH:14][CH:15]=[CH:16][CH:17]=3)[CH:12]=2)[C:7]=1[C:8](O)=[O:9].[NH2:22][C:23]1[CH:24]=[C:25]2[C:29](=[CH:30][CH:31]=1)[NH:28][N:27]=[C:26]2[Br:32].C(Cl)CCl.CCN(CC)CC, predict the reaction product. The product is: [Br:32][C:26]1[C:25]2[C:29](=[CH:30][CH:31]=[C:23]([NH:22][C:8]([C:7]3[CH:6]([C:11]4[CH:20]=[CH:19][C:18]5[C:13](=[CH:14][CH:15]=[CH:16][CH:17]=5)[CH:12]=4)[CH2:5][C:4](=[O:21])[NH:3][C:2]=3[CH3:1])=[O:9])[CH:24]=2)[NH:28][N:27]=1. (3) Given the reactants C(OC([N:11]([CH2:27][CH:28]([CH3:30])[CH3:29])[C@H:12]1[CH2:17][C@@H:16]([CH2:18]O)[CH2:15][N:14]([C:20]([O:22][C:23]([CH3:26])([CH3:25])[CH3:24])=[O:21])[CH2:13]1)=O)C1C=CC=CC=1.[C:31]1(=O)[NH:35][C:34](=[O:36])[C:33]2=CC=CC=[C:32]12.N(C(OC(C)C)=O)=NC(OC(C)C)=O.C1(P(C2C=CC=CC=2)C2C=CC=CC=2)C=CC=CC=1, predict the reaction product. The product is: [CH3:30][CH:28]([CH3:29])[CH2:27][NH:11][C@H:12]1[CH2:17][C@@H:16]([CH2:18][N:35]2[CH2:31][CH2:32][CH2:33][C:34]2=[O:36])[CH2:15][N:14]([C:20]([O:22][C:23]([CH3:24])([CH3:25])[CH3:26])=[O:21])[CH2:13]1. (4) Given the reactants Br[C:2]1[C:7]([N+:8]([O-])=O)=[CH:6][CH:5]=[C:4]([O:11][CH3:12])[N:3]=1.[C:13]1([NH:19][C:20](=O)[CH3:21])[CH:18]=[CH:17][CH:16]=[CH:15][CH:14]=1, predict the reaction product. The product is: [CH3:12][O:11][C:4]1[N:3]=[C:2]2[N:19]([C:13]3[CH:18]=[CH:17][CH:16]=[CH:15][CH:14]=3)[C:20]([CH3:21])=[N:8][C:7]2=[CH:6][CH:5]=1. (5) Given the reactants [C:1]([O:5][C:6]([NH:8][C:9]1[S:10][C:11]([C:17]([CH3:20])([CH3:19])[CH3:18])=[CH:12][C:13]=1[C:14]([OH:16])=O)=[O:7])([CH3:4])([CH3:3])[CH3:2].P(Cl)(Cl)(Cl)(Cl)Cl.[CH3:27][N:28]1[CH2:33][CH2:32][NH:31][C:30]([CH3:35])([CH3:34])[C:29]1=[O:36].CCN(C(C)C)C(C)C, predict the reaction product. The product is: [C:17]([C:11]1[S:10][C:9]([NH:8][C:6](=[O:7])[O:5][C:1]([CH3:2])([CH3:3])[CH3:4])=[C:13]([C:14]([N:31]2[CH2:32][CH2:33][N:28]([CH3:27])[C:29](=[O:36])[C:30]2([CH3:35])[CH3:34])=[O:16])[CH:12]=1)([CH3:20])([CH3:19])[CH3:18]. (6) Given the reactants [NH2:1][CH2:2][C:3]1[CH:8]=[CH:7][C:6]([C:9]2[C:10]([C:16]([O:18][CH3:19])=[O:17])=[C:11]([F:15])[CH:12]=[CH:13][CH:14]=2)=[CH:5][C:4]=1[F:20].Cl[C:22]([C:24]1[CH:33]=[CH:32][C:27]([C:28]([O:30][CH3:31])=[O:29])=[CH:26][CH:25]=1)=[O:23].C(N(CC)CC)C, predict the reaction product. The product is: [F:15][C:11]1[CH:12]=[CH:13][CH:14]=[C:9]([C:6]2[CH:7]=[CH:8][C:3]([CH2:2][NH:1][C:22](=[O:23])[C:24]3[CH:25]=[CH:26][C:27]([C:28]([O:30][CH3:31])=[O:29])=[CH:32][CH:33]=3)=[C:4]([F:20])[CH:5]=2)[C:10]=1[C:16]([O:18][CH3:19])=[O:17]. (7) The product is: [C:14]([O:18][C:19]([NH:21][CH2:22][CH2:23][CH2:24][O:1][C:2]1[CH:11]=[C:10]([S:12][CH3:13])[CH:9]=[CH:8][C:3]=1[C:4]([O:6][CH3:7])=[O:5])=[O:20])([CH3:17])([CH3:16])[CH3:15]. Given the reactants [OH:1][C:2]1[CH:11]=[C:10]([S:12][CH3:13])[CH:9]=[CH:8][C:3]=1[C:4]([O:6][CH3:7])=[O:5].[C:14]([O:18][C:19]([NH:21][CH2:22][CH2:23][CH2:24]O)=[O:20])([CH3:17])([CH3:16])[CH3:15], predict the reaction product. (8) Given the reactants [N:1]1[CH:6]=CC=C(C=O)C=1.ClN1C(=[O:15])CCC1=O.[C:17]([C:25]1[CH:36]=[CH:35][C:28]([C:29]([NH:31][CH2:32][CH:33]=[CH2:34])=[O:30])=[CH:27][CH:26]=1)(=[O:24])[C:18]1[CH:23]=[CH:22][CH:21]=[CH:20][CH:19]=1.C(N(CC)CC)C.[N:44]1[CH:49]=[CH:48][CH:47]=[CH:46][CH:45]=1, predict the reaction product. The product is: [C:17]([C:25]1[CH:26]=[CH:27][C:28]([C:29]([NH:31][CH2:32][CH:33]2[O:15][N:1]=[C:6]([C:46]3[CH:45]=[N:44][CH:49]=[CH:48][CH:47]=3)[CH2:34]2)=[O:30])=[CH:35][CH:36]=1)(=[O:24])[C:18]1[CH:19]=[CH:20][CH:21]=[CH:22][CH:23]=1.